Task: Predict the product of the given reaction.. Dataset: Forward reaction prediction with 1.9M reactions from USPTO patents (1976-2016) Given the reactants [Br:1][C:2]1[CH:27]=[CH:26][C:5]([CH2:6][N:7]2[C:11]3[CH:12]=[C:13]([OH:16])[CH:14]=[CH:15][C:10]=3[N:9]=[C:8]2[CH2:17][C:18]([CH3:25])([CH3:24])[C:19]([O:21][CH2:22][CH3:23])=[O:20])=[CH:4][CH:3]=1.C(=O)([O-])[O-].[Cs+].[Cs+].Cl.Cl[CH2:36][C:37]1[CH:42]=[CH:41][C:40]([CH3:43])=[CH:39][N:38]=1, predict the reaction product. The product is: [Br:1][C:2]1[CH:3]=[CH:4][C:5]([CH2:6][N:7]2[C:11]3[CH:12]=[C:13]([O:16][CH2:36][C:37]4[CH:42]=[CH:41][C:40]([CH3:43])=[CH:39][N:38]=4)[CH:14]=[CH:15][C:10]=3[N:9]=[C:8]2[CH2:17][C:18]([CH3:24])([CH3:25])[C:19]([O:21][CH2:22][CH3:23])=[O:20])=[CH:26][CH:27]=1.